Dataset: Forward reaction prediction with 1.9M reactions from USPTO patents (1976-2016). Task: Predict the product of the given reaction. (1) Given the reactants [CH3:1][C:2]1[C:7]([O:8][C:9]2[CH:14]=[CH:13][N:12]=[C:11]([N:15]3[CH:19]=[C:18]([CH3:20])[N:17]=[CH:16]3)[CH:10]=2)=[CH:6][N:5]=[C:4]([N+:21]([O-])=O)[CH:3]=1, predict the reaction product. The product is: [CH3:1][C:2]1[C:7]([O:8][C:9]2[CH:14]=[CH:13][N:12]=[C:11]([N:15]3[CH:19]=[C:18]([CH3:20])[N:17]=[CH:16]3)[CH:10]=2)=[CH:6][N:5]=[C:4]([NH2:21])[CH:3]=1. (2) Given the reactants [F:1][C:2]1[CH:7]=[C:6](B2OC(C)(C)C(C)(C)O2)[CH:5]=[C:4]([OH:17])[C:3]=1[N:18]1[S:22](=[O:24])(=[O:23])[NH:21][C:20](=[O:25])[CH2:19]1.Br[CH2:27][C:28]1[CH:33]=[CH:32][C:31]([CH3:34])=[CH:30][C:29]=1[O:35][S:36]([CH3:39])(=[O:38])=[O:37].C([O-])([O-])=O.[Na+].[Na+].Cl, predict the reaction product. The product is: [CH2:27]([O:17][C:4]1[CH:5]=[C:6]([CH:7]=[C:2]([F:1])[C:3]=1[N:18]1[CH2:19][C:20](=[O:25])[NH:21][S:22]1(=[O:23])=[O:24])[CH2:27][C:28]1[CH:33]=[CH:32][C:31]([CH3:34])=[CH:30][C:29]=1[O:35][S:36]([CH3:39])(=[O:38])=[O:37])[C:28]1[CH:33]=[CH:32][CH:31]=[CH:30][CH:29]=1. (3) Given the reactants [F:1][C:2]1[C:11]([O:12][CH3:13])=[CH:10][CH:9]=[C:8]([CH3:14])[C:3]=1[C:4]([O:6]C)=[O:5].CO.[OH-].[K+].Cl, predict the reaction product. The product is: [F:1][C:2]1[C:11]([O:12][CH3:13])=[CH:10][CH:9]=[C:8]([CH3:14])[C:3]=1[C:4]([OH:6])=[O:5]. (4) Given the reactants [N+:1]([C:4]1[CH:13]=[CH:12][CH:11]=[C:10]2[C:5]=1[C:6](=[O:15])[NH:7][NH:8][C:9]2=[O:14])([O-:3])=[O:2].[OH2:16], predict the reaction product. The product is: [N+:1]([C:4]1[CH:13]=[CH:12][CH:11]=[C:10]2[C:9]([O:16][C:6](=[O:15])[C:5]=12)=[O:14])([O-:3])=[O:2].[OH2:2].[NH2:7][NH2:8]. (5) The product is: [C:55]([C:54]1[CH:53]=[C:52]([C:57]2[O:61][N:60]=[C:59]([C:62]3[CH:72]=[CH:71][C:65]4[CH2:66][CH2:67][N:11]([C:10](=[O:20])[CH2:9][NH:8][C:1](=[O:2])[O:3][C:4]([CH3:7])([CH3:6])[CH3:5])[CH2:69][CH2:70][C:64]=4[CH:63]=3)[N:58]=2)[CH:51]=[N:50][C:49]=1[O:48][CH2:46][CH3:47])#[N:56]. Given the reactants [C:1]([NH:8][C:9](=O)[CH2:10][NH2:11])([O:3][C:4]([CH3:7])([CH3:6])[CH3:5])=[O:2].CN(C([O:20]N1N=NC2C=CC=NC1=2)=[N+](C)C)C.F[P-](F)(F)(F)(F)F.CCN(C(C)C)C(C)C.[CH2:46]([O:48][C:49]1[C:54]([C:55]#[N:56])=[CH:53][C:52]([C:57]2[O:61][N:60]=[C:59]([C:62]3[CH:72]=[CH:71][C:65]4[CH2:66][CH2:67]N[CH2:69][CH2:70][C:64]=4[CH:63]=3)[N:58]=2)=[CH:51][N:50]=1)[CH3:47], predict the reaction product.